From a dataset of CYP2C19 inhibition data for predicting drug metabolism from PubChem BioAssay. Regression/Classification. Given a drug SMILES string, predict its absorption, distribution, metabolism, or excretion properties. Task type varies by dataset: regression for continuous measurements (e.g., permeability, clearance, half-life) or binary classification for categorical outcomes (e.g., BBB penetration, CYP inhibition). Dataset: cyp2c19_veith. (1) The drug is Cc1c(-c2ccccc2)oc2c(C(=O)OCCN3CCCCC3)cccc2c1=O. The result is 0 (non-inhibitor). (2) The molecule is CCNc1ncc2nc(-c3ccc(OC)cc3)c(=O)n(C[C@H]3CCCO3)c2n1. The result is 0 (non-inhibitor). (3) The compound is Nn1c(SCC(=O)N2CCOCC2)nnc1-c1ccccc1Cl. The result is 0 (non-inhibitor).